This data is from Forward reaction prediction with 1.9M reactions from USPTO patents (1976-2016). The task is: Predict the product of the given reaction. (1) The product is: [O:25]1[CH2:26][CH2:27][N:28]([C:31]2[CH:32]=[CH:33][C:34]([NH:35][C:2]3[C:3]4[NH:15][N:14]=[CH:13][C:4]=4[N:5]=[C:6]([C:8]4[S:9][CH:10]=[CH:11][CH:12]=4)[N:7]=3)=[CH:36][CH:37]=2)[CH2:29][CH2:30]1. Given the reactants Cl[C:2]1[C:3]2[C:4](=[CH:13][N:14](CC3C=CC(OC)=CC=3)[N:15]=2)[N:5]=[C:6]([C:8]2[S:9][CH:10]=[CH:11][CH:12]=2)[N:7]=1.[O:25]1[CH2:30][CH2:29][N:28]([C:31]2[CH:37]=[CH:36][C:34]([NH2:35])=[CH:33][CH:32]=2)[CH2:27][CH2:26]1.Cl, predict the reaction product. (2) Given the reactants [F:1][C:2]1[CH:7]=[CH:6][C:5]([C:8]2[CH2:13][CH2:12][N:11]([C:14]3[N:19]=[CH:18][N:17]([CH2:20][C:21]4[CH:26]=[CH:25][C:24]([OH:27])=[CH:23][CH:22]=4)[C:16](=[O:28])[N:15]=3)[CH2:10][CH:9]=2)=[CH:4][CH:3]=1.C(=O)([O-])[O-].[Cs+].[Cs+].FC(F)(F)S(O[CH2:41][C:42]([F:45])([F:44])[F:43])(=O)=O, predict the reaction product. The product is: [F:1][C:2]1[CH:7]=[CH:6][C:5]([C:8]2[CH2:13][CH2:12][N:11]([C:14]3[N:19]=[CH:18][N:17]([CH2:20][C:21]4[CH:22]=[CH:23][C:24]([O:27][CH2:41][C:42]([F:45])([F:44])[F:43])=[CH:25][CH:26]=4)[C:16](=[O:28])[N:15]=3)[CH2:10][CH:9]=2)=[CH:4][CH:3]=1. (3) Given the reactants [H-].[Na+].[F:3][C:4]1[CH:5]=[C:6]([CH2:22][OH:23])[CH:7]=[C:8]([F:21])[C:9]=1[O:10][C:11]1[CH:16]=[CH:15][N:14]=[C:13]([C:17]([F:20])([F:19])[F:18])[CH:12]=1.Cl[C:25]1[CH:26]=[C:27]2[N:34]([CH3:35])[C@@H:33]([CH3:36])[CH2:32][N:28]2[C:29](=[O:31])[N:30]=1, predict the reaction product. The product is: [F:3][C:4]1[CH:5]=[C:6]([CH:7]=[C:8]([F:21])[C:9]=1[O:10][C:11]1[CH:16]=[CH:15][N:14]=[C:13]([C:17]([F:18])([F:19])[F:20])[CH:12]=1)[CH2:22][O:23][C:25]1[CH:26]=[C:27]2[N:34]([CH3:35])[C@@H:33]([CH3:36])[CH2:32][N:28]2[C:29](=[O:31])[N:30]=1. (4) Given the reactants CS(C)=O.[OH:5][CH:6]1[CH2:28][CH2:27][C:9]2([C:13](=[O:14])[N:12]([C:15]3[CH:16]=[N:17][C:18]([O:21][CH2:22][C:23]([F:26])([F:25])[F:24])=[CH:19][CH:20]=3)[CH2:11][CH2:10]2)[CH2:8][CH2:7]1.C(Cl)(=O)C(Cl)=O.Cl, predict the reaction product. The product is: [F:26][C:23]([F:24])([F:25])[CH2:22][O:21][C:18]1[N:17]=[CH:16][C:15]([N:12]2[CH2:11][CH2:10][C:9]3([CH2:8][CH2:7][C:6](=[O:5])[CH2:28][CH2:27]3)[C:13]2=[O:14])=[CH:20][CH:19]=1. (5) Given the reactants [CH:1]1([C@H:7]([NH:12][C:13]([C:15]2[CH:20]=[CH:19][C:18]([C:21]3[CH:26]=[CH:25][CH:24]=[CH:23][CH:22]=3)=[CH:17][C:16]=2[N+:27]([O-])=O)=[O:14])[C:8]([O:10][CH3:11])=[O:9])[CH2:6][CH2:5][CH2:4][CH2:3][CH2:2]1, predict the reaction product. The product is: [NH2:27][C:16]1[CH:17]=[C:18]([C:21]2[CH:22]=[CH:23][CH:24]=[CH:25][CH:26]=2)[CH:19]=[CH:20][C:15]=1[C:13]([NH:12][C@@H:7]([CH:1]1[CH2:6][CH2:5][CH2:4][CH2:3][CH2:2]1)[C:8]([O:10][CH3:11])=[O:9])=[O:14]. (6) Given the reactants C([O:4][CH2:5][C:6]1[CH:11]=[CH:10][C:9]([N+:12]([O-:14])=[O:13])=[CH:8][C:7]=1[NH:15][C:16]1[N:21]=[C:20]([C:22]2[CH:23]=[N:24][CH:25]=[CH:26][CH:27]=2)[CH:19]=[CH:18][N:17]=1)C=C.[Cl-].[Na+], predict the reaction product. The product is: [OH:4][CH2:5][C:6]1[CH:11]=[CH:10][C:9]([N+:12]([O-:14])=[O:13])=[CH:8][C:7]=1[NH:15][C:16]1[N:21]=[C:20]([C:22]2[CH:23]=[N:24][CH:25]=[CH:26][CH:27]=2)[CH:19]=[CH:18][N:17]=1.